From a dataset of Full USPTO retrosynthesis dataset with 1.9M reactions from patents (1976-2016). Predict the reactants needed to synthesize the given product. (1) Given the product [CH3:1][N:2]([CH3:11])[C:3]1[CH:10]=[CH:9][C:6]([CH:7]=[CH:12][C:13](=[O:14])[CH:15]=[CH:7][C:6]2[CH:9]=[CH:10][C:3]([N:2]([CH3:11])[CH3:1])=[CH:4][CH:5]=2)=[CH:5][CH:4]=1, predict the reactants needed to synthesize it. The reactants are: [CH3:1][N:2]([CH3:11])[C:3]1[CH:10]=[CH:9][C:6]([CH:7]=O)=[CH:5][CH:4]=1.[CH3:12][C:13]([CH3:15])=[O:14].[OH-].[Na+].O. (2) Given the product [CH3:1][O:2][C:3]1[CH:4]=[CH:5][C:6]([O:10][C:11]2[CH:12]=[C:13]3[C:18](=[CH:19][CH:20]=2)[CH2:42][CH:34]([C:30]2[CH:31]=[CH:32][CH:33]=[C:28]([F:27])[CH:29]=2)[CH2:35]3)=[C:7]([NH2:9])[CH:8]=1, predict the reactants needed to synthesize it. The reactants are: [CH3:1][O:2][C:3]1[CH:4]=[CH:5][C:6]([O:10][C:11]2[CH:12]=[C:13]3[C:18](=[CH:19][CH:20]=2)OC(C2C=CC=CC=2)CC3)=[C:7]([NH2:9])[CH:8]=1.[F:27][C:28]1[CH:29]=[C:30]([CH:34]2[CH2:42]C3C(=CC=C(O)C=3)[CH2:35]2)[CH:31]=[CH:32][CH:33]=1. (3) Given the product [Si:15]([O:32][C@H:33]([CH3:53])[C@H:34]([N:44]1[CH2:49][CH:48]([CH3:50])[O:47][C@H:46]([OH:51])[C:45]1=[O:52])[C:35]1[CH:40]=[C:39]([F:41])[C:38]([F:42])=[C:37]([F:43])[CH:36]=1)([C:28]([CH3:29])([CH3:31])[CH3:30])([C:22]1[CH:23]=[CH:24][CH:25]=[CH:26][CH:27]=1)[C:16]1[CH:21]=[CH:20][CH:19]=[CH:18][CH:17]=1, predict the reactants needed to synthesize it. The reactants are: C([BH-](C(CC)C)C(CC)C)(CC)C.[Li+].[Si:15]([O:32][C@H:33]([CH3:53])[C@H:34]([N:44]1[CH2:49][C@H:48]([CH3:50])[O:47][C:46](=[O:51])[C:45]1=[O:52])[C:35]1[CH:40]=[C:39]([F:41])[C:38]([F:42])=[C:37]([F:43])[CH:36]=1)([C:28]([CH3:31])([CH3:30])[CH3:29])([C:22]1[CH:27]=[CH:26][CH:25]=[CH:24][CH:23]=1)[C:16]1[CH:21]=[CH:20][CH:19]=[CH:18][CH:17]=1.[OH-].[Na+].OO.S(=O)(O)[O-].[Na+]. (4) Given the product [N:4]1[C:5]2[C:10](=[CH:9][CH:8]=[CH:7][CH:6]=2)[CH:11]=[C:2]([B:12]([OH:17])[OH:13])[CH:3]=1, predict the reactants needed to synthesize it. The reactants are: Br[C:2]1[CH:3]=[N:4][C:5]2[C:10]([CH:11]=1)=[CH:9][CH:8]=[CH:7][CH:6]=2.[B:12](OC(C)C)([O:17]C(C)C)[O:13]C(C)C.C([Li])CCC.Cl.[OH-].[Na+]. (5) Given the product [Cl:2][C:3]1[CH:18]=[CH:17][C:6]2[NH:7][C:8]3[S:9][C:10]([CH3:16])=[CH:11][C:12]=3[C:13]([N:15]3[CH2:26][CH2:25][NH:24][C@@H:23]([CH2:22][CH2:21][O:20][CH3:19])[CH2:28]3)=[N:14][C:5]=2[CH:4]=1, predict the reactants needed to synthesize it. The reactants are: Cl.[Cl:2][C:3]1[CH:18]=[CH:17][C:6]2[NH:7][C:8]3[S:9][C:10]([CH3:16])=[CH:11][C:12]=3[C:13]([NH2:15])=[N:14][C:5]=2[CH:4]=1.[CH3:19][O:20][CH2:21][CH2:22][C@H:23]1[CH2:28]N[CH2:26][CH2:25][NH:24]1. (6) The reactants are: Cl.[NH2:2][C@@H:3]1[CH2:5][C@H:4]1[C:6]1[CH:11]=[CH:10][C:9]([NH:12][C:13](=[O:24])[C:14]2[CH:19]=[CH:18][CH:17]=[C:16]([C:20]([F:23])([F:22])[F:21])[CH:15]=2)=[CH:8][CH:7]=1.O=[C:26]1[CH2:31][CH2:30][N:29]([C:32]([O:34][C:35]([CH3:38])([CH3:37])[CH3:36])=[O:33])[CH:28]([C:39]2[CH:44]=[CH:43][CH:42]=[CH:41][CH:40]=2)[CH2:27]1.C(=O)([O-])O.[Na+].[BH4-].[Na+]. Given the product [C:39]1([CH:28]2[CH2:27][CH:26]([NH:2][C@@H:3]3[CH2:5][C@H:4]3[C:6]3[CH:7]=[CH:8][C:9]([NH:12][C:13](=[O:24])[C:14]4[CH:19]=[CH:18][CH:17]=[C:16]([C:20]([F:22])([F:23])[F:21])[CH:15]=4)=[CH:10][CH:11]=3)[CH2:31][CH2:30][N:29]2[C:32]([O:34][C:35]([CH3:38])([CH3:37])[CH3:36])=[O:33])[CH:40]=[CH:41][CH:42]=[CH:43][CH:44]=1, predict the reactants needed to synthesize it.